Task: Predict the product of the given reaction.. Dataset: Forward reaction prediction with 1.9M reactions from USPTO patents (1976-2016) (1) Given the reactants [F:1][C:2]1[CH:10]=[CH:9][C:5]([CH2:6][CH2:7][NH2:8])=[CH:4][CH:3]=1.I[C:12]1[CH:13]=[C:14]([CH3:19])[C:15]([CH3:18])=[CH:16][CH:17]=1, predict the reaction product. The product is: [CH3:19][C:14]1[CH:13]=[C:12]([NH:8][CH2:7][CH2:6][C:5]2[CH:9]=[CH:10][C:2]([F:1])=[CH:3][CH:4]=2)[CH:17]=[CH:16][C:15]=1[CH3:18]. (2) Given the reactants Br[C:2]1[CH:7]=[CH:6][C:5]([CH3:8])=[CH:4][C:3]=1[Cl:9].C1(P(C2C=CC=CC=2)CCCP(C2C=CC=CC=2)C2C=CC=CC=2)C=CC=CC=1.C(N(CC)CC)C.[CH3:46][OH:47].CN([CH:51]=[O:52])C, predict the reaction product. The product is: [Cl:9][C:3]1[CH:4]=[C:5]([CH3:8])[CH:6]=[CH:7][C:2]=1[C:46]([O:52][CH3:51])=[O:47]. (3) Given the reactants [F:1][C:2]1[CH:7]=[C:6]([CH2:8]O)[CH:5]=[C:4]([NH:10][CH2:11][C:12]2[CH:17]=[CH:16][C:15]([O:18][CH3:19])=[CH:14][CH:13]=2)[N:3]=1.C(N(CC)CC)C.CS(Cl)(=O)=O.[CH:32]([C:35]1[C:40](=[O:41])[NH:39][C:38](=[O:42])[NH:37][C:36]=1[C:43]([C:45]1[CH:46]=[C:47]([CH:51]=[CH:52][C:53]#[N:54])[CH:48]=[CH:49][CH:50]=1)=[O:44])([CH3:34])[CH3:33].C(=O)([O-])[O-].[K+].[K+].[I-].[Li+], predict the reaction product. The product is: [F:1][C:2]1[CH:7]=[C:6]([CH2:8][N:37]2[C:36]([C:43]([C:45]3[CH:46]=[C:47]([CH:51]=[CH:52][C:53]#[N:54])[CH:48]=[CH:49][CH:50]=3)=[O:44])=[C:35]([CH:32]([CH3:33])[CH3:34])[C:40](=[O:41])[NH:39][C:38]2=[O:42])[CH:5]=[C:4]([NH:10][CH2:11][C:12]2[CH:17]=[CH:16][C:15]([O:18][CH3:19])=[CH:14][CH:13]=2)[N:3]=1. (4) Given the reactants [C:1]([N:9]=[C:10]=[S:11])(=[O:8])[C:2]1[CH:7]=[CH:6][CH:5]=[CH:4][CH:3]=1.[Br:12][C:13]1[CH:14]=[CH:15][C:16]([F:37])=[C:17]([C:19]23[CH2:26][N:25]([C:27]([O:29][CH2:30][C:31]4[CH:36]=[CH:35][CH:34]=[CH:33][CH:32]=4)=[O:28])[CH2:24][CH:23]2[CH2:22][O:21][NH:20]3)[CH:18]=1, predict the reaction product. The product is: [C:1]([NH:9][C:10]([N:20]1[C:19]2([C:17]3[CH:18]=[C:13]([Br:12])[CH:14]=[CH:15][C:16]=3[F:37])[CH2:26][N:25]([C:27]([O:29][CH2:30][C:31]3[CH:32]=[CH:33][CH:34]=[CH:35][CH:36]=3)=[O:28])[CH2:24][CH:23]2[CH2:22][O:21]1)=[S:11])(=[O:8])[C:2]1[CH:7]=[CH:6][CH:5]=[CH:4][CH:3]=1. (5) Given the reactants F[C:2]1[CH:9]=[CH:8][C:5]([C:6]#[N:7])=[CH:4][CH:3]=1.[CH3:10][N:11]1[CH2:16][CH2:15][NH:14][CH2:13][CH2:12]1.C(=O)([O-])[O-].[K+].[K+].O, predict the reaction product. The product is: [CH3:10][N:11]1[CH2:16][CH2:15][N:14]([C:2]2[CH:9]=[CH:8][C:5]([C:6]#[N:7])=[CH:4][CH:3]=2)[CH2:13][CH2:12]1.